This data is from Forward reaction prediction with 1.9M reactions from USPTO patents (1976-2016). The task is: Predict the product of the given reaction. (1) Given the reactants Cl[C:2]1[CH:3]=[CH:4][C:5]2[N:6]([CH:8]=[C:9]([CH3:11])[N:10]=2)[N:7]=1.[CH3:12][O:13][C:14]1[CH:19]=[CH:18][C:17]([C:20]2[CH:25]=[CH:24][C:23](B(O)O)=[CH:22][CH:21]=2)=[CH:16][CH:15]=1.[O-]P([O-])([O-])=O.[K+].[K+].[K+].COC1C=CC=C(OC)C=1C1C=CC=CC=1P(C1CCCCC1)C1CCCCC1, predict the reaction product. The product is: [CH3:12][O:13][C:14]1[CH:19]=[CH:18][C:17]([C:20]2[CH:21]=[CH:22][C:23]([C:2]3[CH:3]=[CH:4][C:5]4[N:6]([CH:8]=[C:9]([CH3:11])[N:10]=4)[N:7]=3)=[CH:24][CH:25]=2)=[CH:16][CH:15]=1. (2) Given the reactants [CH:1]1([N:6]2[C:14]3[CH:13]=[CH:12][NH:11][C:10](=[O:15])[C:9]=3[C:8]([C:16]3[CH:17]=[C:18]([CH2:22][C:23]#[N:24])[CH:19]=[CH:20][CH:21]=3)=[N:7]2)[CH2:5][CH2:4][CH2:3][CH2:2]1.C(=O)([O-])[O-:26].[K+].[K+].OO.O, predict the reaction product. The product is: [CH:1]1([N:6]2[C:14]3[CH:13]=[CH:12][NH:11][C:10](=[O:15])[C:9]=3[C:8]([C:16]3[CH:17]=[C:18]([CH2:22][C:23]([NH2:24])=[O:26])[CH:19]=[CH:20][CH:21]=3)=[N:7]2)[CH2:5][CH2:4][CH2:3][CH2:2]1. (3) Given the reactants [CH3:1][C:2]1[CH:7]=[CH:6][C:5]([S:8]([NH:11][C@@H:12]([C:14]([O:16][CH3:17])=[O:15])[CH3:13])(=[O:10])=[O:9])=[CH:4][CH:3]=1.C(=O)([O-])[O-].[Cs+].[Cs+].Br[CH2:25][C:26]([O:28][CH3:29])=[O:27], predict the reaction product. The product is: [CH3:29][O:28][C:26](=[O:27])[CH2:25][N:11]([S:8]([C:5]1[CH:6]=[CH:7][C:2]([CH3:1])=[CH:3][CH:4]=1)(=[O:9])=[O:10])[C@@H:12]([C:14]([O:16][CH3:17])=[O:15])[CH3:13].